This data is from Forward reaction prediction with 1.9M reactions from USPTO patents (1976-2016). The task is: Predict the product of the given reaction. Given the reactants [C:1]1(=[O:11])[NH:5][C:4](=[O:6])[C:3]2=[CH:7][CH:8]=[CH:9][CH:10]=[C:2]12.C1(P(C2C=CC=CC=2)C2C=CC=CC=2)C=CC=CC=1.[Br:31][C:32]1[N:37]=[C:36]([CH:38](O)[CH2:39][C:40]2[CH:48]=[C:47]([CH3:49])[C:46]3[C:42](=[CH:43][N:44]([CH2:50][O:51][CH2:52][CH2:53][Si:54]([CH3:57])([CH3:56])[CH3:55])[N:45]=3)[CH:41]=2)[CH:35]=[CH:34][CH:33]=1, predict the reaction product. The product is: [Br:31][C:32]1[N:37]=[C:36]([CH:38]([N:5]2[C:1](=[O:11])[C:2]3[C:3](=[CH:7][CH:8]=[CH:9][CH:10]=3)[C:4]2=[O:6])[CH2:39][C:40]2[CH:48]=[C:47]([CH3:49])[C:46]3[C:42](=[CH:43][N:44]([CH2:50][O:51][CH2:52][CH2:53][Si:54]([CH3:57])([CH3:56])[CH3:55])[N:45]=3)[CH:41]=2)[CH:35]=[CH:34][CH:33]=1.